Dataset: Reaction yield outcomes from USPTO patents with 853,638 reactions. Task: Predict the reaction yield, written as a fraction of the theoretical maximum amount of product (1.0 means a 100% yield; for example, 0.34 means a 34% yield). The yield is 0.584. The catalyst is C(Cl)Cl. The product is [O:12]=[C:13]([N:29]1[CH2:30][CH2:31][CH:32]([S:35]([C:36]2[CH:41]=[CH:40][CH:39]=[CH:38][C:37]=2[C:42]([F:44])([F:43])[F:45])=[O:9])[CH2:33][CH2:34]1)[CH2:14][NH:15][C:16]([C:18]1[CH:22]=[C:21]([C:23]2[CH:24]=[CH:25][CH:26]=[CH:27][CH:28]=2)[NH:20][N:19]=1)=[O:17]. The reactants are ClC1C=CC=C(C(OO)=[O:9])C=1.[O:12]=[C:13]([N:29]1[CH2:34][CH2:33][CH:32]([S:35][C:36]2[CH:41]=[CH:40][CH:39]=[CH:38][C:37]=2[C:42]([F:45])([F:44])[F:43])[CH2:31][CH2:30]1)[CH2:14][NH:15][C:16]([C:18]1[CH:22]=[C:21]([C:23]2[CH:28]=[CH:27][CH:26]=[CH:25][CH:24]=2)[NH:20][N:19]=1)=[O:17].